Dataset: Forward reaction prediction with 1.9M reactions from USPTO patents (1976-2016). Task: Predict the product of the given reaction. (1) Given the reactants [F:1][C:2]1[CH:3]=[C:4]([CH:10]=[C:11]([F:13])[CH:12]=1)[CH:5]([OH:9])[C:6]([OH:8])=O.Cl.[N:15]1[CH:20]=[CH:19][N:18]=[CH:17][C:16]=1[NH:21][C:22](=[O:28])[CH:23]([NH2:27])[CH2:24][CH2:25][CH3:26].C1C=CC2N(O)N=NC=2C=1.CCN=C=NCCCN(C)C.Cl, predict the reaction product. The product is: [N:15]1[CH:20]=[CH:19][N:18]=[CH:17][C:16]=1[NH:21][C:22](=[O:28])[CH:23]([NH:27][C:6](=[O:8])[C@H:5]([C:4]1[CH:10]=[C:11]([F:13])[CH:12]=[C:2]([F:1])[CH:3]=1)[OH:9])[CH2:24][CH2:25][CH3:26]. (2) Given the reactants [NH2:1][C:2]1[CH:16]=[CH:15][C:5]([C:6]([N:12]([CH3:14])[CH3:13])=[N:7][S:8]([CH3:11])(=[O:10])=[O:9])=[CH:4][CH:3]=1.CCO.[Cl:20][C:21]1[S:25][C:24]([C:26]([NH:28][CH2:29][CH:30]2[CH2:32][O:31]2)=[O:27])=[CH:23][CH:22]=1, predict the reaction product. The product is: [NH4+:1].[OH-:9].[CH3:14][N:12]([CH3:13])[C:6]([C:5]1[CH:15]=[CH:16][C:2]([NH:1][CH2:32][CH:30]([OH:31])[CH2:29][NH:28][C:26]([C:24]2[S:25][C:21]([Cl:20])=[CH:22][CH:23]=2)=[O:27])=[CH:3][CH:4]=1)=[N:7][S:8]([CH3:11])(=[O:10])=[O:9]. (3) Given the reactants [CH:1]1[C:10]2[C:5](=[CH:6][CH:7]=[CH:8][CH:9]=2)[CH:4]=[CH:3][C:2]=1[CH:11]=[CH:12][C:13]([NH:15][C:16]1[CH:26]=[CH:25][C:19]([C:20]([O:22][CH2:23][CH3:24])=[O:21])=[CH:18][CH:17]=1)=[O:14].C1COCC1, predict the reaction product. The product is: [CH:1]1[C:10]2[C:5](=[CH:6][CH:7]=[CH:8][CH:9]=2)[CH:4]=[CH:3][C:2]=1[CH2:11][CH2:12][C:13]([NH:15][C:16]1[CH:17]=[CH:18][C:19]([C:20]([O:22][CH2:23][CH3:24])=[O:21])=[CH:25][CH:26]=1)=[O:14].